From a dataset of Forward reaction prediction with 1.9M reactions from USPTO patents (1976-2016). Predict the product of the given reaction. The product is: [NH2:47][CH2:48][C:49]([N:50]1[CH2:55][CH2:54][N:53]([C:23]([C:22]2[C:16]3[N:15]=[C:14]([CH2:13][N:2]([CH3:1])[CH:3]4[C:12]5[N:11]=[CH:10][CH:9]=[CH:8][C:7]=5[CH2:6][CH2:5][CH2:4]4)[NH:18][C:17]=3[CH:19]=[CH:20][CH:21]=2)=[O:25])[CH2:52][CH2:51]1)=[O:56]. Given the reactants [CH3:1][N:2]([CH2:13][C:14]1[NH:18][C:17]2[CH:19]=[CH:20][CH:21]=[C:22]([C:23]([OH:25])=O)[C:16]=2[N:15]=1)[CH:3]1[C:12]2[N:11]=[CH:10][CH:9]=[CH:8][C:7]=2[CH2:6][CH2:5][CH2:4]1.O=C1N(P(Cl)(N2CCOC2=O)=O)CCO1.C(OC(=O)[NH:47][CH2:48][C:49](=[O:56])[N:50]1[CH2:55][CH2:54][NH:53][CH2:52][CH2:51]1)(C)(C)C.C(N(CC)C(C)C)(C)C, predict the reaction product.